From a dataset of Peptide-MHC class I binding affinity with 185,985 pairs from IEDB/IMGT. Regression. Given a peptide amino acid sequence and an MHC pseudo amino acid sequence, predict their binding affinity value. This is MHC class I binding data. The peptide sequence is RVRPKKEVL. The MHC is HLA-B18:01 with pseudo-sequence HLA-B18:01. The binding affinity (normalized) is 0.0847.